From a dataset of Peptide-MHC class II binding affinity with 134,281 pairs from IEDB. Regression. Given a peptide amino acid sequence and an MHC pseudo amino acid sequence, predict their binding affinity value. This is MHC class II binding data. (1) The peptide sequence is KKPFMKMNISVIMLLVS. The MHC is HLA-DQA10201-DQB10402 with pseudo-sequence HLA-DQA10201-DQB10402. The binding affinity (normalized) is 0. (2) The binding affinity (normalized) is 0.677. The peptide sequence is YKKYFAATQFEPLAA. The MHC is DRB1_0101 with pseudo-sequence DRB1_0101. (3) The MHC is HLA-DQA10201-DQB10303 with pseudo-sequence HLA-DQA10201-DQB10303. The binding affinity (normalized) is 0. The peptide sequence is IIEECEHLEDGIYGI.